This data is from Catalyst prediction with 721,799 reactions and 888 catalyst types from USPTO. The task is: Predict which catalyst facilitates the given reaction. (1) Reactant: C([C@H]1CN(C2C=C[C:21]([O:24]C)=[C:20]3C=2C=CC(C(F)(F)F)=N3)CCN1CC(O)=O)C1C=CC=CC=1.[O:34]1[CH2:39][CH2:38][CH2:37][CH2:36][CH:35]1[O:40][NH2:41].C1CCC(N=C=NC2CCCCC2)CC1.CCOC(C)=O. Product: [O:34]1[CH2:39][CH2:38][CH2:37][CH2:36][CH:35]1[O:40][NH:41][C:21](=[O:24])[CH3:20]. The catalyst class is: 64. (2) Reactant: [Cl-].[Li+].C([Mg+])(C)C.[Cl-].[C:8](=[O:10])=O.C(#N)C.[Br:14][C:15]1[CH:22]=[C:21]([F:23])[C:20](Br)=[CH:19][C:16]=1[C:17]#[N:18].CN(C)C=O. Product: [Br:14][C:15]1[CH:22]=[C:21]([F:23])[C:20]([CH:8]=[O:10])=[CH:19][C:16]=1[C:17]#[N:18]. The catalyst class is: 1. (3) Reactant: [Br:1][C:2]1[CH:7]=[CH:6][C:5]([CH:8]2[CH2:10][CH:9]2[CH2:11]O)=[CH:4][CH:3]=1.CS(Cl)(=O)=O.C[CH2:19][N:20](CC)CC.[C-]#N.[K+]. Product: [Br:1][C:2]1[CH:7]=[CH:6][C:5]([CH:8]2[CH2:10][CH:9]2[CH2:11][C:19]#[N:20])=[CH:4][CH:3]=1. The catalyst class is: 91. (4) Product: [NH2:1][C:2]1[N:7]=[C:6]([N:8]([CH3:15])[C:9]2[CH:10]=[CH:11][CH:12]=[CH:13][CH:14]=2)[N:5]=[C:4]([C:16]2[N:20]=[C:19]([C:21]3[CH:22]=[CH:23][C:24]([CH2:27][OH:28])=[N:25][CH:26]=3)[O:18][N:17]=2)[N:3]=1. The catalyst class is: 1. Reactant: [NH2:1][C:2]1[N:7]=[C:6]([N:8]([CH3:15])[C:9]2[CH:14]=[CH:13][CH:12]=[CH:11][CH:10]=2)[N:5]=[C:4]([C:16]2[N:20]=[C:19]([C:21]3[CH:22]=[CH:23][C:24]([C:27](OC)=[O:28])=[N:25][CH:26]=3)[O:18][N:17]=2)[N:3]=1.[BH4-].[Na+]. (5) Reactant: [F:1][C:2]1[CH:11]=[CH:10][C:9]([NH:12][CH2:13][CH2:14][CH2:15][CH2:16][CH2:17][CH3:18])=[CH:8][C:3]=1[C:4]([O:6][CH3:7])=[O:5].[Br:19][C:20]1[CH:25]=[CH:24][C:23]([S:26](Cl)(=[O:28])=[O:27])=[CH:22][CH:21]=1.C([O-])(O)=O.[Na+]. Product: [Br:19][C:20]1[CH:25]=[CH:24][C:23]([S:26]([N:12]([CH2:13][CH2:14][CH2:15][CH2:16][CH2:17][CH3:18])[C:9]2[CH:10]=[CH:11][C:2]([F:1])=[C:3]([CH:8]=2)[C:4]([O:6][CH3:7])=[O:5])(=[O:28])=[O:27])=[CH:22][CH:21]=1. The catalyst class is: 2. (6) Reactant: [Li+].[OH-].C([O:5][C:6]([C:8]1[CH:13]=[C:12]([O:14][C:15]2[CH:16]=[C:17]3[C:21](=[CH:22][CH:23]=2)[N:20]([C:24](=[O:36])[NH:25][C:26]2[CH:31]=[CH:30][CH:29]=[C:28]([C:32]([F:35])([F:34])[F:33])[CH:27]=2)[CH2:19][CH2:18]3)[N:11]=[CH:10][N:9]=1)=[O:7])C. Product: [F:34][C:32]([F:33])([F:35])[C:28]1[CH:27]=[C:26]([NH:25][C:24]([N:20]2[C:21]3[C:17](=[CH:16][C:15]([O:14][C:12]4[N:11]=[CH:10][N:9]=[C:8]([C:6]([OH:7])=[O:5])[CH:13]=4)=[CH:23][CH:22]=3)[CH2:18][CH2:19]2)=[O:36])[CH:31]=[CH:30][CH:29]=1. The catalyst class is: 1.